From a dataset of Full USPTO retrosynthesis dataset with 1.9M reactions from patents (1976-2016). Predict the reactants needed to synthesize the given product. (1) Given the product [NH2:32][C:4]1[S:3][C:2]([C:44]2[CH:43]=[N:42][N:41]([CH3:40])[C:45]=2[CH3:46])=[N:6][C:5]=1[C:7]([NH:8][C:9]1[CH:10]=[N:11][N:12]([CH3:30])[C:13]=1[C@@H:14]1[CH2:20][CH2:19][C@@H:18]([NH2:21])[C@@H:17]([F:29])[CH2:16][O:15]1)=[O:31], predict the reactants needed to synthesize it. The reactants are: Br[C:2]1[S:3][C:4]([NH:32]C(=O)OC(C)(C)C)=[C:5]([C:7](=[O:31])[NH:8][C:9]2[CH:10]=[N:11][N:12]([CH3:30])[C:13]=2[C@@H:14]2[CH2:20][CH2:19][C@@H:18]([NH:21]C(OC(C)(C)C)=O)[C@@H:17]([F:29])[CH2:16][O:15]2)[N:6]=1.[CH3:40][N:41]1[C:45]([CH3:46])=[C:44](B(O)O)[CH:43]=[N:42]1. (2) Given the product [C:18]([NH:26][C:27]1[CH:39]=[C:38]([O:9][C:4]2[CH:3]=[C:2]([F:1])[CH:7]=[C:6]([F:8])[CH:5]=2)[CH:37]=[CH:36][C:28]=1[C:29]([O:31][C:32]([CH3:34])([CH3:35])[CH3:33])=[O:30])(=[O:25])[C:19]1[CH:20]=[CH:21][CH:22]=[CH:23][CH:24]=1, predict the reactants needed to synthesize it. The reactants are: [F:1][C:2]1[CH:3]=[C:4]([OH:9])[CH:5]=[C:6]([F:8])[CH:7]=1.P([O-])([O-])([O-])=O.[K+].[K+].[K+].[C:18]([NH:26][CH:27]1[CH:39]=[CH:38][CH:37]=[CH:36][C:28]1(Br)[C:29]([O:31][C:32]([CH3:35])([CH3:34])[CH3:33])=[O:30])(=[O:25])[C:19]1[CH:24]=[CH:23][CH:22]=[CH:21][CH:20]=1.C(O)(=O)CC(CC(O)=O)(C(O)=O)O. (3) Given the product [CH2:1]([N:3]([CH2:14][C:15]1[CH:20]=[CH:19][CH:18]=[CH:17][C:16]=1[F:21])[C:4](=[O:13])[CH2:5][C:6]1[CH:7]=[CH:8][C:9]([O:12][CH2:23][C:24]2[CH:33]=[CH:32][CH:31]=[CH:30][C:25]=2[C:26]([O:28][CH3:29])=[O:27])=[CH:10][CH:11]=1)[CH3:2], predict the reactants needed to synthesize it. The reactants are: [CH2:1]([N:3]([CH2:14][C:15]1[CH:20]=[CH:19][CH:18]=[CH:17][C:16]=1[F:21])[C:4](=[O:13])[CH2:5][C:6]1[CH:11]=[CH:10][C:9]([OH:12])=[CH:8][CH:7]=1)[CH3:2].Br[CH2:23][C:24]1[CH:33]=[CH:32][CH:31]=[CH:30][C:25]=1[C:26]([O:28][CH3:29])=[O:27].C(=O)([O-])[O-].[K+].[K+].C(O)C(N)(CO)CO. (4) Given the product [Cl:21][C:13]1[CH:12]=[C:11]([CH:4]([CH2:5][C@H:6]2[CH2:10][CH2:9][CH2:8][O:7]2)[C:3]([OH:22])=[O:2])[CH:16]=[CH:15][C:14]=1[S:17]([CH3:20])(=[O:19])=[O:18], predict the reactants needed to synthesize it. The reactants are: C[O:2][C:3](=[O:22])[CH:4]([C:11]1[CH:16]=[CH:15][C:14]([S:17]([CH3:20])(=[O:19])=[O:18])=[C:13]([Cl:21])[CH:12]=1)[CH2:5][C@H:6]1[CH2:10][CH2:9][CH2:8][O:7]1.O.[OH-].[Li+]. (5) The reactants are: [CH2:1]([O:8][C:9]1[CH:10]=[CH:11][C:12]([CH2:22][CH2:23][NH2:24])=[C:13]([C:15]2[CH:20]=[CH:19][CH:18]=[C:17]([F:21])[CH:16]=2)[CH:14]=1)[C:2]1[CH:7]=[CH:6][CH:5]=[CH:4][CH:3]=1.[C:25](OC(=O)C)(=[O:27])[CH3:26]. Given the product [CH2:1]([O:8][C:9]1[CH:10]=[CH:11][C:12]([CH2:22][CH2:23][NH:24][C:25](=[O:27])[CH3:26])=[C:13]([C:15]2[CH:20]=[CH:19][CH:18]=[C:17]([F:21])[CH:16]=2)[CH:14]=1)[C:2]1[CH:3]=[CH:4][CH:5]=[CH:6][CH:7]=1, predict the reactants needed to synthesize it.